Dataset: Catalyst prediction with 721,799 reactions and 888 catalyst types from USPTO. Task: Predict which catalyst facilitates the given reaction. (1) Reactant: [C@H:1]1([OH:12])[C@H:10]([OH:11])[O:9][C@@H:3]2[CH:4]([OH:8])[C:5]([O:7][C@H:2]12)=[O:6].[CH2:13](O)[CH:14]=[CH:15][C:16]1[CH:21]=[CH:20][CH:19]=[CH:18][CH:17]=1.Cl. Product: [CH2:13]([O:6][C@H:5]1[O:7][C@@H:2]2[C@@H:1]([C:10]([O:9][C@@H:3]2[C@H:4]1[OH:8])=[O:11])[OH:12])[CH:14]=[CH:15][C:16]1[CH:21]=[CH:20][CH:19]=[CH:18][CH:17]=1. The catalyst class is: 7. (2) Reactant: [NH2:1][C:2]1[S:3][C:4]2[CH:10]=[CH:9][CH:8]=[CH:7][C:5]=2[N:6]=1.[CH3:11][C:12]1[CH:16]=[CH:15][S:14][C:13]=1[C:17](Cl)=[O:18]. Product: [S:3]1[C:4]2[CH:10]=[CH:9][CH:8]=[CH:7][C:5]=2[N:6]=[C:2]1[NH:1][C:17]([C:13]1[S:14][CH:15]=[CH:16][C:12]=1[CH3:11])=[O:18]. The catalyst class is: 17. (3) Product: [CH2:1]([N:8]1[CH:16]=[C:15]2[C:10]([CH:11]=[C:12]([C:17]3[CH:18]=[C:19]([CH2:27][C:28]4[CH:37]=[C:36]5[C:31]([CH2:32][CH2:33][N:34]([CH:41]6[CH2:43][CH2:42]6)[CH2:35]5)=[CH:30][CH:29]=4)[N:20]4[C:25]=3[C:24]([NH2:26])=[N:23][CH:22]=[N:21]4)[CH:13]=[CH:14]2)=[N:9]1)[C:2]1[CH:3]=[CH:4][CH:5]=[CH:6][CH:7]=1. Reactant: [CH2:1]([N:8]1[CH:16]=[C:15]2[C:10]([CH:11]=[C:12]([C:17]3[CH:18]=[C:19]([CH2:27][C:28]4[CH:37]=[C:36]5[C:31]([CH2:32][CH2:33][NH:34][CH2:35]5)=[CH:30][CH:29]=4)[N:20]4[C:25]=3[C:24]([NH2:26])=[N:23][CH:22]=[N:21]4)[CH:13]=[CH:14]2)=[N:9]1)[C:2]1[CH:7]=[CH:6][CH:5]=[CH:4][CH:3]=1.C(O[C:41]1(O[Si](C)(C)C)[CH2:43][CH2:42]1)C.C(O)(=O)C.C([BH3-])#N.[Na+]. The catalyst class is: 5. (4) Reactant: [NH:1]([C:10]([O:12][C:13]([CH3:16])([CH3:15])[CH3:14])=[O:11])[C@H:2]([C:7]([OH:9])=O)[CH2:3][CH:4]([CH3:6])[CH3:5].[NH2:17][C:18]1[CH:25]=[CH:24][C:21]([CH2:22][OH:23])=[CH:20][CH:19]=1.CCOC1N(C(OCC)=O)C2C(=CC=CC=2)C=C1.C1(C)C=CC=CC=1. Product: [C:13]([O:12][C:10]([NH:1][C@@H:2]([CH2:3][CH:4]([CH3:5])[CH3:6])[C:7]([NH:17][C:18]1[CH:25]=[CH:24][C:21]([CH2:22][OH:23])=[CH:20][CH:19]=1)=[O:9])=[O:11])([CH3:16])([CH3:15])[CH3:14]. The catalyst class is: 8. (5) Reactant: Cl.[S:2]1[C:10]2[CH2:9][CH2:8][NH:7][CH2:6][C:5]=2[CH:4]=[CH:3]1.Br[CH:12]([C:16]1[CH:21]=[CH:20][CH:19]=[CH:18][C:17]=1[Cl:22])[C:13]([OH:15])=[O:14].[OH-].[K+].Cl. Product: [Cl:22][C:17]1[CH:18]=[CH:19][CH:20]=[CH:21][C:16]=1[CH:12]([N:7]1[CH2:8][CH2:9][C:10]2[S:2][CH:3]=[CH:4][C:5]=2[CH2:6]1)[C:13]([OH:15])=[O:14]. The catalyst class is: 72. (6) Reactant: [Cl:1][C:2]1[C:3]([C:15]([N:17]2[CH2:21][CH2:20][CH2:19][CH2:18]2)=[O:16])=[C:4]([CH2:8][N:9]2[CH2:14][CH2:13][NH:12][CH2:11][CH2:10]2)[CH:5]=[CH:6][CH:7]=1.[C:22](=O)([O:31]N1C(=O)CCC1=O)[O:23][N:24]1[C:28](=[O:29])[CH2:27][CH2:26][C:25]1=[O:30].C(N(CC)CC)C. Product: [Cl:1][C:2]1[C:3]([C:15]([N:17]2[CH2:21][CH2:20][CH2:19][CH2:18]2)=[O:16])=[C:4]([CH2:8][N:9]2[CH2:10][CH2:11][N:12]([C:22]([O:23][N:24]3[C:28](=[O:29])[CH2:27][CH2:26][C:25]3=[O:30])=[O:31])[CH2:13][CH2:14]2)[CH:5]=[CH:6][CH:7]=1. The catalyst class is: 23. (7) Reactant: Cl[C:2]1[N:7]=[C:6]([NH:8][C:9]2[CH:10]=[CH:11][C:12]([F:23])=[C:13]([NH:15][C:16](=[O:22])[O:17][C:18]([CH3:21])([CH3:20])[CH3:19])[CH:14]=2)[C:5]([Cl:24])=[CH:4][N:3]=1.[CH3:25][N:26]1[CH2:31][CH2:30][CH:29]([N:32]2[CH:36]=[C:35]([NH2:37])[CH:34]=[N:33]2)[CH2:28][CH2:27]1.C(O)(C(F)(F)F)=O. Product: [Cl:24][C:5]1[C:6]([NH:8][C:9]2[CH:10]=[CH:11][C:12]([F:23])=[C:13]([NH:15][C:16](=[O:22])[O:17][C:18]([CH3:21])([CH3:20])[CH3:19])[CH:14]=2)=[N:7][C:2]([NH:37][C:35]2[CH:34]=[N:33][N:32]([CH:29]3[CH2:30][CH2:31][N:26]([CH3:25])[CH2:27][CH2:28]3)[CH:36]=2)=[N:3][CH:4]=1. The catalyst class is: 51. (8) Reactant: Cl[C:2]1[N:7]=[CH:6][N:5]=[C:4]([N:8]2[CH2:13][CH2:12][CH2:11][N:10]3[C:14](=[O:24])[CH:15]=[C:16]([C:18]4[CH:23]=[CH:22][CH:21]=[CH:20][CH:19]=4)[CH:17]=[C:9]23)[CH:3]=1.C([O-])([O-])=O.[K+].[K+].[CH2:31]([NH2:39])[CH2:32][C:33]1[CH:38]=[CH:37][CH:36]=[CH:35][CH:34]=1. Product: [CH2:31]([NH:39][C:2]1[N:7]=[CH:6][N:5]=[C:4]([N:8]2[CH2:13][CH2:12][CH2:11][N:10]3[C:14](=[O:24])[CH:15]=[C:16]([C:18]4[CH:23]=[CH:22][CH:21]=[CH:20][CH:19]=4)[CH:17]=[C:9]23)[CH:3]=1)[CH2:32][C:33]1[CH:38]=[CH:37][CH:36]=[CH:35][CH:34]=1. The catalyst class is: 303. (9) Reactant: [F:1][C:2]1[CH:7]=[CH:6][C:5]([CH:8]([C:38]2[CH:43]=[CH:42][C:41]([F:44])=[CH:40][CH:39]=2)[C@H:9]2[N:14]3[CH2:15][CH2:16][N:17]([C:19]([O:21][CH2:22][C:23]4[CH:28]=[CH:27][CH:26]=[CH:25][CH:24]=4)=[O:20])[CH2:18][C@H:13]3[CH2:12][N:11](CC3C=CC=CC=3OC)[CH2:10]2)=[CH:4][CH:3]=1.[Cl:45]C(OC(Cl)=O)C.CO.C(OC(C)C)(C)C. Product: [ClH:45].[ClH:45].[F:1][C:2]1[CH:7]=[CH:6][C:5]([CH:8]([C:38]2[CH:39]=[CH:40][C:41]([F:44])=[CH:42][CH:43]=2)[C@H:9]2[N:14]3[CH2:15][CH2:16][N:17]([C:19]([O:21][CH2:22][C:23]4[CH:28]=[CH:27][CH:26]=[CH:25][CH:24]=4)=[O:20])[CH2:18][C@H:13]3[CH2:12][NH:11][CH2:10]2)=[CH:4][CH:3]=1. The catalyst class is: 26. (10) Reactant: [CH3:1][C:2]1[CH2:7][CH:6]([OH:8])[CH2:5][C:4]([CH3:10])([CH3:9])[C:3]=1/[CH:11]=[CH:12]/[C:13](/[CH3:41])=[CH:14]/[CH:15]=[CH:16]/[C:17](/[CH3:40])=[CH:18]/[CH:19]=[CH:20]/[CH:21]=[C:22](/[CH:24]=[CH:25]/[CH:26]=[C:27](/[CH:29]=[CH:30]/[C:31]1[C:36]([CH3:38])([CH3:37])[CH2:35][CH:34]=[CH:33][C:32]=1[CH3:39])\[CH3:28])\[CH3:23].CC1C[C@@H]([OH:49])CC(C)(C)C=1/C=C/C(/C)=C/C=C/C(/C)=C/C=C/C=C(/C=C/C=C(/C=C/C1C(C)(C)CC=CC=1C)\C)\C. Product: [CH3:1][C:2]1[CH2:7][C@@H:6]([OH:8])[CH2:5][C:4]([CH3:9])([CH3:10])[C:3]=1/[CH:11]=[CH:12]/[C:13](/[CH3:41])=[CH:14]/[CH:15]=[CH:16]/[C:17](/[CH3:40])=[CH:18]/[CH:19]=[CH:20]/[CH:21]=[C:22](/[CH:24]=[CH:25]/[CH:26]=[C:27](/[CH:29]=[CH:30]/[C@@H:31]1[C:36]([CH3:38])([CH3:37])[CH2:35][C@@H:34]([OH:49])[CH:33]=[C:32]1[CH3:39])\[CH3:28])\[CH3:23]. The catalyst class is: 13.